Predict which catalyst facilitates the given reaction. From a dataset of Catalyst prediction with 721,799 reactions and 888 catalyst types from USPTO. (1) The catalyst class is: 3. Product: [CH2:34]([N:24]1[C:25]2[C:21](=[CH:20][C:19]3/[C:13](=[C:10](/[C:6]4[CH:7]=[CH:8][CH:9]=[C:4]([N+:1]([O-:3])=[O:2])[CH:5]=4)\[CH2:11][CH3:12])/[C:14]4[CH:30]=[CH:29][CH:28]=[N:27][C:15]=4[O:16][CH2:17][C:18]=3[CH:26]=2)[CH:22]=[N:23]1)[CH3:35]. Reactant: [N+:1]([C:4]1[CH:5]=[C:6](/[C:10](=[C:13]2\[C:14]3[CH:30]=[CH:29][CH:28]=[N:27][C:15]=3[O:16][CH2:17][C:18]3[CH:26]=[C:25]4[C:21]([CH:22]=[N:23][NH:24]4)=[CH:20][C:19]\2=3)/[CH2:11][CH3:12])[CH:7]=[CH:8][CH:9]=1)([O-:3])=[O:2].[H-].[Na+].I[CH2:34][CH3:35].[Cl-].[NH4+]. (2) Reactant: [H-].[Na+].[Br:3][C:4]1[CH:5]=[C:6]2[C:10](=[CH:11][C:12]=1[CH3:13])[NH:9][C:8](=[O:14])[CH2:7]2.[Cl:15][C:16]1[C:25]2[C:20](=[CH:21][C:22]([O:26][CH2:27][CH2:28][CH2:29][N:30]3[CH2:35][CH2:34][O:33][CH2:32][CH2:31]3)=[CH:23][CH:24]=2)[N:19]=[CH:18][N:17]=1. Product: [ClH:15].[ClH:15].[Br:3][C:4]1[CH:5]=[C:6]2[C:10](=[CH:11][C:12]=1[CH3:13])[NH:9][C:8]([OH:14])=[C:7]2[C:16]1[C:25]2[C:20](=[CH:21][C:22]([O:26][CH2:27][CH2:28][CH2:29][N:30]3[CH2:35][CH2:34][O:33][CH2:32][CH2:31]3)=[CH:23][CH:24]=2)[N:19]=[CH:18][N:17]=1. The catalyst class is: 9.